Dataset: Full USPTO retrosynthesis dataset with 1.9M reactions from patents (1976-2016). Task: Predict the reactants needed to synthesize the given product. Given the product [Cl:49][C:46]1[CH:45]=[CH:44][C:43]([C:37]2([C:40]([N:25]3[CH2:26][CH2:27][N:22]([C:20]4[C:21]5[C@H:13]([CH3:12])[CH2:14][CH2:15][C:16]=5[N:17]=[CH:18][N:19]=4)[CH2:23][CH2:24]3)=[O:41])[CH2:38][CH2:39][N:35]([C:33]([O:32][C:28]([CH3:29])([CH3:30])[CH3:31])=[O:34])[CH2:36]2)=[CH:48][CH:47]=1, predict the reactants needed to synthesize it. The reactants are: CCN(C(C)C)C(C)C.Cl.Cl.[CH3:12][C@H:13]1[C:21]2[C:20]([N:22]3[CH2:27][CH2:26][NH:25][CH2:24][CH2:23]3)=[N:19][CH:18]=[N:17][C:16]=2[CH2:15][CH2:14]1.[C:28]([O:32][C:33]([N:35]1[CH2:39][CH2:38][C:37]([C:43]2[CH:48]=[CH:47][C:46]([Cl:49])=[CH:45][CH:44]=2)([C:40](O)=[O:41])[CH2:36]1)=[O:34])([CH3:31])([CH3:30])[CH3:29].F[P-](F)(F)(F)(F)F.N1(OC(N(C)C)=[N+](C)C)C2C=CC=CC=2N=N1.